The task is: Predict which catalyst facilitates the given reaction.. This data is from Catalyst prediction with 721,799 reactions and 888 catalyst types from USPTO. (1) Reactant: [CH3:1][Mg]Br.[Cl:4][C:5]1[N:10]=[CH:9][C:8]([CH2:11][N:12]2[C:16]([CH3:17])=[C:15]([C:18]3[CH:23]=[CH:22][C:21]([C:24]#[N:25])=[CH:20][CH:19]=3)[C:14]([C:26]#[N:27])=[C:13]2[CH3:28])=[CH:7][C:6]=1[CH:29]=[O:30].[Cl-].[Na+]. Product: [Cl:4][C:5]1[N:10]=[CH:9][C:8]([CH2:11][N:12]2[C:16]([CH3:17])=[C:15]([C:18]3[CH:23]=[CH:22][C:21]([C:24]#[N:25])=[CH:20][CH:19]=3)[C:14]([C:26]#[N:27])=[C:13]2[CH3:28])=[CH:7][C:6]=1[CH:29]([OH:30])[CH3:1]. The catalyst class is: 1. (2) The catalyst class is: 100. Reactant: [CH3:1][C:2]1[C:7]([C:8]2[NH:12][C:11]3[CH:13]=[CH:14][C:15]([CH2:17][C:18]([O:20]C)=[O:19])=[CH:16][C:10]=3[N:9]=2)=[CH:6][CH:5]=[CH:4][N:3]=1. Product: [CH3:1][C:2]1[C:7]([C:8]2[NH:12][C:11]3[CH:13]=[CH:14][C:15]([CH2:17][C:18]([OH:20])=[O:19])=[CH:16][C:10]=3[N:9]=2)=[CH:6][CH:5]=[CH:4][N:3]=1. (3) Reactant: [F:1][C:2]1([F:16])[C:7](=[O:8])[NH:6][C:5]2[CH:9]=[CH:10][C:11]([N+:13]([O-:15])=[O:14])=[CH:12][C:4]=2[O:3]1.[C:17]([O-])([O-])=O.[K+].[K+].CI.O. Product: [F:16][C:2]1([F:1])[C:7](=[O:8])[N:6]([CH3:17])[C:5]2[CH:9]=[CH:10][C:11]([N+:13]([O-:15])=[O:14])=[CH:12][C:4]=2[O:3]1. The catalyst class is: 3. (4) Reactant: [CH3:1][Si:2]([CH3:17])([CH3:16])[C:3]#[C:4][C:5]1[CH:10]=[CH:9][C:8]([CH2:11][C:12]([O:14][CH3:15])=[O:13])=[CH:7][CH:6]=1.[Li+].CC([N-]C(C)C)C.[Br:26]N1C(=O)CCC1=O. Product: [Br:26][CH:11]([C:8]1[CH:9]=[CH:10][C:5]([C:4]#[C:3][Si:2]([CH3:1])([CH3:16])[CH3:17])=[CH:6][CH:7]=1)[C:12]([O:14][CH3:15])=[O:13]. The catalyst class is: 1. (5) Product: [Cl:11][C:5]1[CH:6]=[N:7][CH:8]=[C:9]([Cl:10])[C:4]=1[CH2:3][S:20][C:15]1[N:14]=[C:13]([NH2:12])[CH:18]=[C:17]([CH3:19])[N:16]=1. The catalyst class is: 14. Reactant: Br.Br[CH2:3][C:4]1[C:9]([Cl:10])=[CH:8][N:7]=[CH:6][C:5]=1[Cl:11].[NH2:12][C:13]1[CH:18]=[C:17]([CH3:19])[N:16]=[C:15]([SH:20])[N:14]=1.C(N(CC)CC)C. (6) Reactant: [F:1][C:2]1[C:3]([C:19]([C:22]2[N:26]3[N:27]=[C:28]([C:31]4[CH:32]=[N:33][N:34]([CH3:36])[CH:35]=4)[CH:29]=[CH:30][C:25]3=[N:24][CH:23]=2)(O)[CH3:20])=[CH:4][C:5]2[C:9]([CH:10]=1)=[N:8][N:7](COCC[Si](C)(C)C)[CH:6]=2.FC1C=C2C(C=NN2COCC[Si](C)(C)C)=CC=1C(C1N2N=C(C3C=NN(C)C=3)C=CC2=NC=1)(O)C.II.O[PH2]=O. Product: [F:1][C:2]1[CH:10]=[C:9]2[C:5]([CH:6]=[N:7][NH:8]2)=[CH:4][C:3]=1[CH:19]([C:22]1[N:26]2[N:27]=[C:28]([C:31]3[CH:32]=[N:33][N:34]([CH3:36])[CH:35]=3)[CH:29]=[CH:30][C:25]2=[N:24][CH:23]=1)[CH3:20]. The catalyst class is: 15. (7) Reactant: [OH:1][C@H:2]([CH2:31][O:32]C1C=CN=C(/N=N/C2C=CC([N+]([O-])=O)=CC=2)C=1)[CH2:3][NH:4][CH2:5][CH2:6][C:7]1[CH:30]=[CH:29][C:10]([NH:11][CH:12]2[CH2:17][CH2:16][N:15]([C:18]([NH:20][CH2:21][CH2:22][CH2:23][CH2:24][CH2:25][CH2:26][CH2:27][CH3:28])=[O:19])[CH2:14][CH2:13]2)=[CH:9][CH:8]=1.[H][H].[CH2:52](O)[CH3:53]. Product: [CH2:21]([NH:20][C:18]([N:15]1[CH2:16][CH2:17][CH:12]([NH:11][C:10]2[CH:9]=[CH:8][C:7]([CH2:6][CH2:5][NH:4][CH2:3][C@H:2]([OH:1])[CH2:31][O:32][C:13]3[CH:14]=[N:15][C:18]([NH2:20])=[CH:52][CH:53]=3)=[CH:30][CH:29]=2)[CH2:13][CH2:14]1)=[O:19])[CH2:22][CH2:23][CH2:24][CH2:25][CH2:26][CH2:27][CH3:28]. The catalyst class is: 45.